Dataset: Forward reaction prediction with 1.9M reactions from USPTO patents (1976-2016). Task: Predict the product of the given reaction. (1) Given the reactants [F:1][CH:2]([F:14])[O:3][C:4]1[CH:8]=[C:7]([C:9]([O:11][CH3:12])=[O:10])[N:6]([CH3:13])[N:5]=1.[N+]([O-])([O-])=O.[Ce+4].[NH4+].[N+]([O-])([O-])=O.[N+]([O-])([O-])=O.[N+]([O-])([O-])=O.[N+]([O-])([O-])=O.[I:37]I, predict the reaction product. The product is: [F:14][CH:2]([F:1])[O:3][C:4]1[C:8]([I:37])=[C:7]([C:9]([O:11][CH3:12])=[O:10])[N:6]([CH3:13])[N:5]=1. (2) Given the reactants C(OC([N:8]1[C:16]2[C:11](=[CH:12][CH:13]=[CH:14][CH:15]=2)[C:10]([CH2:17][CH:18]([N:20]([CH3:33])[S:21]([C:24]2[C:29]([CH3:30])=[CH:28][C:27]([CH3:31])=[CH:26][C:25]=2[CH3:32])(=[O:23])=[O:22])[CH3:19])=[CH:9]1)=O)(C)(C)C, predict the reaction product. The product is: [NH:8]1[C:16]2[C:11](=[CH:12][CH:13]=[CH:14][CH:15]=2)[C:10]([CH2:17][CH:18]([N:20]([CH3:33])[S:21]([C:24]2[C:25]([CH3:32])=[CH:26][C:27]([CH3:31])=[CH:28][C:29]=2[CH3:30])(=[O:22])=[O:23])[CH3:19])=[CH:9]1.